From a dataset of hERG Central: cardiac toxicity at 1µM, 10µM, and general inhibition. Predict hERG channel inhibition at various concentrations. (1) The compound is CC1(C)Cc2c(cnn2-c2cccc(F)c2)C(NC(=O)c2ccc(=O)[nH]n2)C1. Results: hERG_inhib (hERG inhibition (general)): blocker. (2) The molecule is O=C(NCc1ccc(Cl)cc1)C1CCN(c2cnccn2)CC1. Results: hERG_inhib (hERG inhibition (general)): blocker. (3) The drug is Cc1ccc(C)c(Cn2nnc3c(=O)[nH]c(C4CCN(C(=O)c5cccs5)CC4)nc32)c1. Results: hERG_inhib (hERG inhibition (general)): blocker. (4) The drug is Cc1cc(C)nc(N(C#N)Cc2ccccc2C)n1. Results: hERG_inhib (hERG inhibition (general)): blocker. (5) The compound is COc1cc(C(CCN2CCCCC2)c2c(OC)cc(OC)c3c(C)cc(=O)oc23)cc(OC)c1OC. Results: hERG_inhib (hERG inhibition (general)): blocker. (6) The molecule is N#C/C(=C\c1ccc([N+](=O)[O-])cc1)C(=O)NCCCn1ccnc1. Results: hERG_inhib (hERG inhibition (general)): blocker. (7) The drug is CCn1c(SCC(=O)Nc2oc(C)c3c(C)n[nH]c(=O)c23)nc2sc(C)c(C)c2c1=O. Results: hERG_inhib (hERG inhibition (general)): blocker. (8) The molecule is CN(CC1CCCN(CCc2ccc(Cl)cc2)C1)C(=O)c1ccoc1. Results: hERG_inhib (hERG inhibition (general)): blocker. (9) The drug is Cc1cc(=O)n2c3ccccc3n(CC(O)CNCc3ccccc3)c2c1C#N. Results: hERG_inhib (hERG inhibition (general)): blocker. (10) Results: hERG_inhib (hERG inhibition (general)): blocker. The compound is N=c1c(C(=O)NC2CCCCC2)cc2c(=O)n3ccccc3nc2n1Cc1cccnc1.